Predict the reaction yield, written as a fraction of the theoretical maximum amount of product (1.0 means a 100% yield; for example, 0.34 means a 34% yield). From a dataset of Reaction yield outcomes from USPTO patents with 853,638 reactions. (1) The reactants are [Cl:1][C:2]1[CH:3]=[CH:4][C:5]2[N:6]([C:8]([NH2:11])=[CH:9][N:10]=2)[N:7]=1.[Br:12][CH2:13][CH2:14][CH2:15][C:16](Cl)=[O:17].N1C=CC=CC=1. The catalyst is C1COCC1.CCOC(C)=O. The product is [Br:12][CH2:13][CH2:14][CH2:15][C:16]([NH:11][C:8]1[N:6]2[N:7]=[C:2]([Cl:1])[CH:3]=[CH:4][C:5]2=[N:10][CH:9]=1)=[O:17]. The yield is 0.740. (2) The reactants are [C:1]([C:3]([C:6]1[CH:7]=[C:8]([CH:22]=[CH:23][CH:24]=1)[C:9]([NH:11][C:12]1[CH:17]=[CH:16][C:15]([CH3:18])=[C:14]([N+:19]([O-])=O)[CH:13]=1)=[O:10])([CH3:5])[CH3:4])#[N:2]. The catalyst is O.NN.C(O)C.[Pd]. The product is [NH2:19][C:14]1[CH:13]=[C:12]([NH:11][C:9](=[O:10])[C:8]2[CH:22]=[CH:23][CH:24]=[C:6]([C:3]([C:1]#[N:2])([CH3:5])[CH3:4])[CH:7]=2)[CH:17]=[CH:16][C:15]=1[CH3:18]. The yield is 0.910. (3) The reactants are [CH:1]1([C:4]([N:6]2[CH2:11][CH2:10][N:9]([C:12]([C:14]3[CH:19]=[CH:18][C:17]([CH:20]4[C:25]5=[N:26][NH:27][C:28](=[O:33])[C:29]6[CH:30]=[CH:31][CH:32]=[C:23]([C:24]=65)[NH:22][CH:21]4[C:34]4[CH:41]=[CH:40][C:37]([CH:38]=O)=[CH:36][CH:35]=4)=[CH:16][CH:15]=3)=[O:13])[CH2:8][CH2:7]2)=[O:5])[CH2:3][CH2:2]1.[CH3:42][NH:43][CH3:44].[BH4-].[Na+]. The catalyst is CO. The product is [CH:1]1([C:4]([N:6]2[CH2:7][CH2:8][N:9]([C:12]([C:14]3[CH:19]=[CH:18][C:17]([CH:20]4[C:25]5=[N:26][NH:27][C:28](=[O:33])[C:29]6[CH:30]=[CH:31][CH:32]=[C:23]([C:24]=65)[NH:22][CH:21]4[C:34]4[CH:41]=[CH:40][C:37]([CH2:38][N:43]([CH3:44])[CH3:42])=[CH:36][CH:35]=4)=[CH:16][CH:15]=3)=[O:13])[CH2:10][CH2:11]2)=[O:5])[CH2:3][CH2:2]1. The yield is 0.0500. (4) The product is [C:29]([C:28]1[CH:31]=[CH:32][C:25]([N:22]2[C:37](=[O:38])[C:3]3([CH2:4][CH2:40][CH2:5]3)[N:6]([C:7]3[CH:12]=[CH:11][C:10]([CH2:13][CH2:14][CH2:15][C:16]([N:18]([CH3:19])[CH3:20])=[O:17])=[C:9]([F:21])[CH:8]=3)[C:23]2=[S:24])=[CH:26][C:27]=1[C:33]([F:34])([F:36])[F:35])#[N:30]. The reactants are C([C:3]([NH:6][C:7]1[CH:12]=[CH:11][C:10]([CH2:13][CH2:14][CH2:15][C:16]([N:18]([CH3:20])[CH3:19])=[O:17])=[C:9]([F:21])[CH:8]=1)([CH3:5])[CH3:4])#N.[N:22]([C:25]1[CH:32]=[CH:31][C:28]([C:29]#[N:30])=[C:27]([C:33]([F:36])([F:35])[F:34])[CH:26]=1)=[C:23]=[S:24].[CH3:37][OH:38].Cl.[CH3:40]N(C=O)C. The catalyst is O. The yield is 0.650. (5) The reactants are [NH2:1][C:2]1[CH:11]=[C:10]2[C:5]([CH2:6][CH2:7][NH:8][CH2:9]2)=[CH:4][CH:3]=1.CCN(CC)CC.Cl[C:20]([O:22][CH2:23][C:24]1[CH:29]=[CH:28][CH:27]=[CH:26][CH:25]=1)=[O:21]. The catalyst is C(Cl)Cl. The product is [CH2:23]([O:22][C:20]([N:8]1[CH2:7][CH2:6][C:5]2[C:10](=[CH:11][C:2]([NH2:1])=[CH:3][CH:4]=2)[CH2:9]1)=[O:21])[C:24]1[CH:29]=[CH:28][CH:27]=[CH:26][CH:25]=1. The yield is 0.560. (6) The reactants are [C:1]([O:10]C)(=O)[C:2]1[C:3](=[CH:5][CH:6]=[CH:7][CH:8]=1)[SH:4].[C:12]([C:14]1[CH:19]=[CH:18][CH:17]=[C:16]([Cl:20])[N:15]=1)#[N:13].C(N(CC)CC)C. The catalyst is C1(C)C=CC=CC=1. The product is [Cl:20][C:16]1[N:15]=[C:14]([C:12]2[S:4][C:3]3[CH:5]=[CH:6][CH:7]=[CH:8][C:2]=3[C:1](=[O:10])[N:13]=2)[CH:19]=[CH:18][CH:17]=1. The yield is 0.370.